From a dataset of Forward reaction prediction with 1.9M reactions from USPTO patents (1976-2016). Predict the product of the given reaction. Given the reactants COCCN1CCN(C2C=CC(C=O)=C([N+]([O-])=O)C=2)CC1.[Br-].[NH:23]1[C:31]2[C:26](=[CH:27][CH:28]=[CH:29][CH:30]=2)[C:25](C[P+](C2C=CC=CC=2)(C2C=CC=CC=2)C2C=CC=CC=2)=[N:24]1.C(=O)([O-])[O-].[K+].[K+].O, predict the reaction product. The product is: [NH:23]1[C:31]2[C:26](=[CH:27][CH:28]=[CH:29][CH:30]=2)[CH:25]=[N:24]1.